This data is from Full USPTO retrosynthesis dataset with 1.9M reactions from patents (1976-2016). The task is: Predict the reactants needed to synthesize the given product. (1) Given the product [C:12]([CH:11]([C:8]1[CH:9]=[CH:10][C:5]([O:4][CH3:3])=[CH:6][CH:7]=1)[C:14]1([OH:20])[CH2:19][CH2:18][CH2:17][CH2:16][CH2:15]1)#[N:13], predict the reactants needed to synthesize it. The reactants are: [OH-].[K+].[CH3:3][O:4][C:5]1[CH:10]=[CH:9][C:8]([CH2:11][C:12]#[N:13])=[CH:7][CH:6]=1.[C:14]1(=[O:20])[CH2:19][CH2:18][CH2:17][CH2:16][CH2:15]1. (2) Given the product [F:24][C:25]1[CH:30]=[CH:29][C:28]([CH:31]([C:35]2[CH:40]=[CH:39][C:38]([S:41]([CH3:44])(=[O:43])=[O:42])=[CH:37][CH:36]=2)[CH2:32][CH2:33][NH:34][C:6]([C:5]2[CH:9]=[CH:10][C:11](=[O:12])[N:3]([CH2:1][CH3:2])[CH:4]=2)=[O:8])=[CH:27][CH:26]=1, predict the reactants needed to synthesize it. The reactants are: [CH2:1]([N:3]1[C:11]([OH:12])=[CH:10][CH:9]=[C:5]([C:6]([OH:8])=O)[CH2:4]1)[CH3:2].S(Cl)(Cl)=O.C(N(CC)CC)C.[F:24][C:25]1[CH:30]=[CH:29][C:28]([CH:31]([C:35]2[CH:40]=[CH:39][C:38]([S:41]([CH3:44])(=[O:43])=[O:42])=[CH:37][CH:36]=2)[CH2:32][CH2:33][NH2:34])=[CH:27][CH:26]=1. (3) Given the product [CH3:18][O:17][C:14]1[CH:15]=[CH:16][C:11]([N:8]2[C:6]3[N:7]=[C:2]([NH:19][CH:20]4[CH2:21][C:22]([CH3:29])([CH3:30])[N:23]([CH3:28])[C:24]([CH3:27])([CH3:26])[CH2:25]4)[N:3]=[CH:4][C:5]=3[N:10]=[N:9]2)=[CH:12][CH:13]=1, predict the reactants needed to synthesize it. The reactants are: Cl[C:2]1[N:3]=[CH:4][C:5]2[N:10]=[N:9][N:8]([C:11]3[CH:16]=[CH:15][C:14]([O:17][CH3:18])=[CH:13][CH:12]=3)[C:6]=2[N:7]=1.[NH2:19][CH:20]1[CH2:25][C:24]([CH3:27])([CH3:26])[N:23]([CH3:28])[C:22]([CH3:30])([CH3:29])[CH2:21]1.